Predict the product of the given reaction. From a dataset of Forward reaction prediction with 1.9M reactions from USPTO patents (1976-2016). Given the reactants C(OC([N:8]1[CH2:12][C@@H:11](O)[CH2:10][C@H:9]1[C:14]([OH:16])=[O:15])=O)(C)(C)C.[H-].[Na+].[CH3:19]I.OP([O-])(O)=O.[K+].CN([CH:30]=[O:31])C, predict the reaction product. The product is: [CH3:19][O:16][C:14](=[O:15])[C@@H:9]1[CH:10]([O:31][CH3:30])[CH2:11][CH2:12][NH:8]1.